This data is from CYP2C9 inhibition data for predicting drug metabolism from PubChem BioAssay. The task is: Regression/Classification. Given a drug SMILES string, predict its absorption, distribution, metabolism, or excretion properties. Task type varies by dataset: regression for continuous measurements (e.g., permeability, clearance, half-life) or binary classification for categorical outcomes (e.g., BBB penetration, CYP inhibition). Dataset: cyp2c9_veith. (1) The drug is CC1(C)CCC2=C(O1)c1ccccc1C(=O)C2=O. The result is 1 (inhibitor). (2) The result is 1 (inhibitor). The drug is CCn1c(N)c(C(=O)NCc2cccnc2)sc1=S.